Dataset: Catalyst prediction with 721,799 reactions and 888 catalyst types from USPTO. Task: Predict which catalyst facilitates the given reaction. (1) Reactant: [CH:1]1([CH2:4][O:5][C:6]2[CH:7]=[C:8]([CH:11]=[CH:12][CH:13]=2)[CH:9]=O)[CH2:3][CH2:2]1.[N+:14]([CH3:17])([O-:16])=[O:15].C([O-])(=O)C.[NH4+]. Product: [CH:1]1([CH2:4][O:5][C:6]2[CH:13]=[CH:12][CH:11]=[C:8](/[CH:9]=[CH:17]/[N+:14]([O-:16])=[O:15])[CH:7]=2)[CH2:3][CH2:2]1. The catalyst class is: 15. (2) Reactant: [CH3:1][C:2]1[CH:7]=[CH:6][C:5]([S:8]([O:11][CH2:12][C@@H:13]2[O:18][C:17]3[C:19]([CH:34]=CC)=[C:20]([NH:23][C:24]([O:26][CH2:27][C:28]4[CH:33]=[CH:32][CH:31]=[CH:30][CH:29]=4)=[O:25])[CH:21]=[CH:22][C:16]=3[O:15][CH2:14]2)(=[O:10])=[O:9])=[CH:4][CH:3]=1.[O:37]1CCCC1. Product: [CH3:1][C:2]1[CH:3]=[CH:4][C:5]([S:8]([O:11][CH2:12][CH:13]2[O:18][C:17]3[C:19]([CH:34]=[O:37])=[C:20]([NH:23][C:24]([O:26][CH2:27][C:28]4[CH:29]=[CH:30][CH:31]=[CH:32][CH:33]=4)=[O:25])[CH:21]=[CH:22][C:16]=3[O:15][CH2:14]2)(=[O:10])=[O:9])=[CH:6][CH:7]=1. The catalyst class is: 6. (3) Reactant: [C:1]([O:5][C:6]([N:8]([CH2:31][CH2:32][C:33]([F:36])([F:35])[F:34])[C:9]1[C:10]2[N:11]([C:17]([C:20]3[CH:29]=[CH:28][C:23]([C:24]([O:26][CH3:27])=[O:25])=[C:22]([CH3:30])[CH:21]=3)=[CH:18][N:19]=2)[CH:12]=[C:13]([CH:15]=[CH2:16])[CH:14]=1)=[O:7])([CH3:4])([CH3:3])[CH3:2]. Product: [C:1]([O:5][C:6]([N:8]([CH2:31][CH2:32][C:33]([F:35])([F:36])[F:34])[C:9]1[C:10]2[N:11]([C:17]([C:20]3[CH:29]=[CH:28][C:23]([C:24]([O:26][CH3:27])=[O:25])=[C:22]([CH3:30])[CH:21]=3)=[CH:18][N:19]=2)[CH:12]=[C:13]([CH2:15][CH3:16])[CH:14]=1)=[O:7])([CH3:2])([CH3:3])[CH3:4]. The catalyst class is: 29. (4) Reactant: [CH3:1][O:2][C:3](=[O:26])[CH2:4][CH:5]1[CH2:10][CH2:9][CH:8]([C:11]2[CH:16]=[CH:15][C:14]([C:17]3[CH:22]=[CH:21][C:20]([N+:23]([O-])=O)=[CH:19][N:18]=3)=[CH:13][CH:12]=2)[CH2:7][CH2:6]1.C([O-])=O.[NH4+]. Product: [CH3:1][O:2][C:3](=[O:26])[CH2:4][CH:5]1[CH2:10][CH2:9][CH:8]([C:11]2[CH:16]=[CH:15][C:14]([C:17]3[CH:22]=[CH:21][C:20]([NH2:23])=[CH:19][N:18]=3)=[CH:13][CH:12]=2)[CH2:7][CH2:6]1. The catalyst class is: 256. (5) Reactant: C(OC([N:8]1[C:16]2[C:11](=[CH:12][C:13]([O:17][P:18]([C:26]3[CH:31]=[CH:30][CH:29]=[CH:28][CH:27]=3)([C:20]3[CH:25]=[CH:24][CH:23]=[CH:22][CH:21]=3)=[O:19])=[CH:14][CH:15]=2)[C:10]([CH:32]2[CH2:40][C:39]3[C:34](=[CH:35][CH:36]=[CH:37][CH:38]=3)[N:33]2C(OC(C)(C)C)=O)=[N:9]1)=O)(C)(C)C.Cl. Product: [NH:33]1[C:34]2[C:39](=[CH:38][CH:37]=[CH:36][CH:35]=2)[CH2:40][CH:32]1[C:10]1[C:11]2[C:16](=[CH:15][CH:14]=[C:13]([O:17][P:18]([C:20]3[CH:25]=[CH:24][CH:23]=[CH:22][CH:21]=3)([C:26]3[CH:31]=[CH:30][CH:29]=[CH:28][CH:27]=3)=[O:19])[CH:12]=2)[NH:8][N:9]=1. The catalyst class is: 12. (6) Reactant: [Cl:1][C:2]1[CH:10]=[CH:9][CH:8]=[C:7]([CH3:11])[C:3]=1[C:4](O)=[O:5]. Product: [Cl:1][C:2]1[CH:10]=[CH:9][CH:8]=[C:7]([CH3:11])[C:3]=1[CH2:4][OH:5]. The catalyst class is: 1.